Dataset: P-glycoprotein inhibition data for predicting drug efflux from Broccatelli et al.. Task: Regression/Classification. Given a drug SMILES string, predict its absorption, distribution, metabolism, or excretion properties. Task type varies by dataset: regression for continuous measurements (e.g., permeability, clearance, half-life) or binary classification for categorical outcomes (e.g., BBB penetration, CYP inhibition). Dataset: pgp_broccatelli. (1) The drug is C[C@@H]1CCC[C@@H](C)N1NC(=O)c1ccc(Cl)c(S(N)(=O)=O)c1. The result is 0 (non-inhibitor). (2) The compound is CC(=O)c1c(C)cc(C)c(CSc2nc3ccc(NC(=O)c4cccc5ccccc45)cc3s2)c1C. The result is 1 (inhibitor). (3) The compound is CC(=O)Oc1c(OC(C)=O)c(O)c2c(=O)cc(-c3ccccc3)oc2c1Br. The result is 1 (inhibitor). (4) The molecule is O=C(O)c1cc2ccccc2c(Cc2cc3ccccc3c(C(=O)O)c2O)c1O. The result is 0 (non-inhibitor). (5) The compound is c1ccc(Nc2ccc(Nc3ccccc3)cc2)cc1. The result is 0 (non-inhibitor). (6) The molecule is CO[C@@H](CCc1ccccc1)c1ccccc1OC[C@H](O)CNCCCC(c1ccccc1)c1ccccc1. The result is 1 (inhibitor). (7) The compound is CN(C)c1ccc(-c2nc(-c3ccc(/C=C/C#N)cc3)[nH]c2-c2ccc(N(C)C)cc2)cc1. The result is 1 (inhibitor).